This data is from Reaction yield outcomes from USPTO patents with 853,638 reactions. The task is: Predict the reaction yield, written as a fraction of the theoretical maximum amount of product (1.0 means a 100% yield; for example, 0.34 means a 34% yield). (1) The reactants are [F:1][C:2]([CH3:28])([CH3:27])[CH2:3][N:4]1[CH2:9][CH2:8][CH:7]([CH2:10][O:11][C:12]2[CH:17]=[CH:16][C:15]([C:18]3[CH:23]=[CH:22][C:21](C(O)=O)=[CH:20][CH:19]=3)=[CH:14][CH:13]=2)[CH2:6][CH2:5]1.Cl.[OH:30][C@H:31]1[CH2:35][NH:34][C@H:33]([C:36]([O:38][CH3:39])=[O:37])[CH2:32]1.C(Cl)CCl.C1C=CC2N(O)N=NC=2C=1.CCN(C(C)C)C(C)C.[NH4+].[Cl-].CN([CH:68]=[O:69])C. No catalyst specified. The product is [F:1][C:2]([CH3:27])([CH3:28])[CH2:3][N:4]1[CH2:5][CH2:6][CH:7]([CH2:10][O:11][C:12]2[CH:17]=[CH:16][C:15]([C:18]3[C:23]([C:68]([N:34]4[CH2:35][C@H:31]([OH:30])[CH2:32][C@H:33]4[C:36]([O:38][CH3:39])=[O:37])=[O:69])=[CH:22][CH:21]=[CH:20][CH:19]=3)=[CH:14][CH:13]=2)[CH2:8][CH2:9]1. The yield is 0.600. (2) The reactants are [BH4-].[Na+].[C:3]([N:6]1[CH2:11][CH2:10][N:9]([CH:12]2[CH2:17][CH2:16][N:15]([C:18]3[CH:23]=[CH:22][C:21]([N+:24]([O-])=O)=[C:20]([O:27][CH3:28])[CH:19]=3)[CH2:14][CH2:13]2)[CH2:8][CH2:7]1)(=[O:5])[CH3:4].CO. The catalyst is O.O.O.O.O.O.[Ni](Cl)Cl.C1COCC1. The product is [C:3]([N:6]1[CH2:7][CH2:8][N:9]([CH:12]2[CH2:17][CH2:16][N:15]([C:18]3[CH:23]=[CH:22][C:21]([NH2:24])=[C:20]([O:27][CH3:28])[CH:19]=3)[CH2:14][CH2:13]2)[CH2:10][CH2:11]1)(=[O:5])[CH3:4]. The yield is 0.760. (3) The reactants are Cl.Cl.[CH3:3][C:4]1[CH:5]=[C:6]([NH:17][C:18]2[C:27]3[C:22](=[CH:23][CH:24]=[C:25]([C:28]#[C:29][C:30]4([OH:36])[CH2:35][CH2:34][CH2:33][NH:32][CH2:31]4)[CH:26]=3)[N:21]=[CH:20][N:19]=2)[CH:7]=[CH:8][C:9]=1[O:10][C:11]1[CH:16]=[CH:15][CH:14]=[CH:13][CH:12]=1.[H][H]. The catalyst is [Pd]. The product is [CH3:3][C:4]1[CH:5]=[C:6]([NH:17][C:18]2[C:27]3[C:22](=[CH:23][CH:24]=[C:25]([CH2:28][CH2:29][C:30]4([OH:36])[CH2:35][CH2:34][CH2:33][NH:32][CH2:31]4)[CH:26]=3)[N:21]=[CH:20][N:19]=2)[CH:7]=[CH:8][C:9]=1[O:10][C:11]1[CH:12]=[CH:13][CH:14]=[CH:15][CH:16]=1. The yield is 0.890. (4) The reactants are [N+:1]1([O-])[CH:6]=[CH:5][C:4]([CH3:7])=[CH:3][CH:2]=1.C[Si]([C:13]#[N:14])(C)C.N12CCCN=C1CCCCC2. The yield is 0.600. The product is [C:13]([C:2]1[CH:3]=[C:4]([CH3:7])[CH:5]=[CH:6][N:1]=1)#[N:14]. The catalyst is C1COCC1. (5) The reactants are [C:1]([C:5]1[NH:6][C:7]2[C:12]([CH:13]=1)=[CH:11][C:10]([N+:14]([O-:16])=[O:15])=[CH:9]C=2C#N)([CH3:4])([CH3:3])[CH3:2].[OH-:19].[K+].[CH3:21][CH2:22][OH:23]. No catalyst specified. The product is [C:1]([C:5]1[NH:6][C:7]2[C:12]([CH:13]=1)=[CH:11][C:10]([N+:14]([O-:16])=[O:15])=[CH:9][C:21]=2[C:22]([OH:19])=[O:23])([CH3:4])([CH3:3])[CH3:2]. The yield is 0.770. (6) The reactants are Cl.[Br:2][C:3]1[C:4]([C@@H:9]([NH2:23])[C@H:10]([C:15]2[CH:20]=[CH:19][CH:18]=[C:17]([F:21])[C:16]=2[F:22])[CH2:11][CH2:12][CH:13]=[CH2:14])=[N:5][CH:6]=[CH:7][N:8]=1.[C:24]([O:28][C:29](OC([O-])=O)=[O:30])([CH3:27])([CH3:26])[CH3:25].C(N(CC)CC)C. The catalyst is C(Cl)Cl. The product is [Br:2][C:3]1[C:4]([C@@H:9]([NH:23][C:29](=[O:30])[O:28][C:24]([CH3:27])([CH3:26])[CH3:25])[C@H:10]([C:15]2[CH:20]=[CH:19][CH:18]=[C:17]([F:21])[C:16]=2[F:22])[CH2:11][CH2:12][CH:13]=[CH2:14])=[N:5][CH:6]=[CH:7][N:8]=1. The yield is 0.920. (7) The reactants are [CH3:1][C:2]1([CH3:12])[NH:7][CH2:6][C:5]2C=CC=C[C:4]=2O1.[H-].[H-].[H-].[H-].[Li+].[Al+3].[CH2:19]1[CH2:23][O:22][CH2:21][CH2:20]1. No catalyst specified. The product is [CH:2]([NH:7][C:6]1[CH:5]=[CH:4][CH:21]=[CH:20][C:19]=1[CH2:23][OH:22])([CH3:12])[CH3:1]. The yield is 0.950. (8) No catalyst specified. The yield is 0.770. The reactants are ClC1C(C(=O)N(CCCC)CCCC)=NN(C2C=CC(C(=O)NS(C3C=CC4C(=CC=CC=4)C=3)(=O)=O)=CC=2C(O)=O)C=1C.[CH2:44]([N:48]([CH2:94][C:95]1[CH:100]=[CH:99][C:98]([Cl:101])=[C:97]([Cl:102])[CH:96]=1)[C:49]([C:51]1[C:55]([Cl:56])=[C:54]([CH3:57])[N:53]([C:58]2[CH:68]=[CH:67][C:66]([C:69](=[O:93])[NH:70][S:71]([C:74]3[CH:83]=[CH:82][C:81]4[C:76](=[C:77]([O:84][CH2:85][CH2:86][N:87]5[CH2:92][CH2:91][O:90][CH2:89][CH2:88]5)[CH:78]=[CH:79][CH:80]=4)[CH:75]=3)(=[O:73])=[O:72])=[CH:65][C:59]=2[C:60]([O:62]CC)=[O:61])[N:52]=1)=[O:50])[CH2:45][CH2:46][CH3:47]. The product is [CH2:44]([N:48]([CH2:94][C:95]1[CH:100]=[CH:99][C:98]([Cl:101])=[C:97]([Cl:102])[CH:96]=1)[C:49]([C:51]1[C:55]([Cl:56])=[C:54]([CH3:57])[N:53]([C:58]2[CH:68]=[CH:67][C:66]([C:69](=[O:93])[NH:70][S:71]([C:74]3[CH:83]=[CH:82][C:81]4[C:76](=[C:77]([O:84][CH2:85][CH2:86][N:87]5[CH2:88][CH2:89][O:90][CH2:91][CH2:92]5)[CH:78]=[CH:79][CH:80]=4)[CH:75]=3)(=[O:72])=[O:73])=[CH:65][C:59]=2[C:60]([OH:62])=[O:61])[N:52]=1)=[O:50])[CH2:45][CH2:46][CH3:47].